Dataset: Full USPTO retrosynthesis dataset with 1.9M reactions from patents (1976-2016). Task: Predict the reactants needed to synthesize the given product. (1) Given the product [CH2:1]([C:3]1[N:7]([C:8]2[N:16]=[C:15]3[C:11]([N:12]=[C:13]([I:44])[N:14]3[CH3:17])=[C:10]([N:18]3[CH2:23][CH2:22][O:21][CH2:20][CH2:19]3)[N:9]=2)[C:6]2[CH:24]=[CH:25][CH:26]=[CH:27][C:5]=2[N:4]=1)[CH3:2], predict the reactants needed to synthesize it. The reactants are: [CH2:1]([C:3]1[N:7]([C:8]2[N:16]=[C:15]3[C:11]([N:12]=[CH:13][N:14]3[CH3:17])=[C:10]([N:18]3[CH2:23][CH2:22][O:21][CH2:20][CH2:19]3)[N:9]=2)[C:6]2[CH:24]=[CH:25][CH:26]=[CH:27][C:5]=2[N:4]=1)[CH3:2].CN(CCN(C)C)C.[Li]CCCC.ClCC[I:44]. (2) Given the product [NH2:14][C:3]1[CH:4]=[CH:5][C:6]([CH2:8][C:9]([O:11][CH2:12][CH3:13])=[O:10])=[N:7][C:2]=1[CH3:1], predict the reactants needed to synthesize it. The reactants are: [CH3:1][C:2]1[N:7]=[C:6]([CH2:8][C:9]([O:11][CH2:12][CH3:13])=[O:10])[CH:5]=[CH:4][C:3]=1[N+:14]([O-])=O.[H][H]. (3) Given the product [C:8]([C:10]1[CH:11]=[C:12]2[C:16](=[CH:17][CH:18]=1)[N:15]([S:19]([C:22]1[CH:23]=[CH:24][C:25]([O:28][CH3:29])=[CH:26][CH:27]=1)(=[O:21])=[O:20])[C:14](=[O:30])[C@@:13]2([NH:40][C:41]([N:43]1[CH2:44][C:45]2([CH2:46][NH:47][CH2:48]2)[CH2:56]1)=[O:42])[C:31]1[C:32]([O:37][CH2:38][CH3:39])=[N:33][CH:34]=[CH:35][CH:36]=1)#[N:9], predict the reactants needed to synthesize it. The reactants are: C(O)(C(F)(F)F)=O.[C:8]([C:10]1[CH:11]=[C:12]2[C:16](=[CH:17][CH:18]=1)[N:15]([S:19]([C:22]1[CH:27]=[CH:26][C:25]([O:28][CH3:29])=[CH:24][CH:23]=1)(=[O:21])=[O:20])[C:14](=[O:30])[C@@:13]2([NH:40][C:41]([N:43]1[CH2:56][C:45]2([CH2:48][N:47](C(OC(C)(C)C)=O)[CH2:46]2)[CH2:44]1)=[O:42])[C:31]1[C:32]([O:37][CH2:38][CH3:39])=[N:33][CH:34]=[CH:35][CH:36]=1)#[N:9].C([O-])([O-])=O.[K+].[K+]. (4) Given the product [I:11][C:10]1[C:5]2[C:6](=[N:7][C:2]([N:12]3[CH2:17][CH2:16][O:15][CH2:14][CH2:13]3)=[CH:3][CH:4]=2)[NH:8][N:9]=1, predict the reactants needed to synthesize it. The reactants are: Cl[C:2]1[N:7]=[C:6]2[NH:8][N:9]=[C:10]([I:11])[C:5]2=[CH:4][CH:3]=1.[NH:12]1[CH2:17][CH2:16][O:15][CH2:14][CH2:13]1. (5) Given the product [NH2:16][C:5]1[CH:4]=[CH:3][C:2]([Br:1])=[CH:7][C:6]=1[NH:8][C@H:9]1[CH2:10][CH2:11][C@H:12]([OH:15])[CH2:13][CH2:14]1, predict the reactants needed to synthesize it. The reactants are: [Br:1][C:2]1[CH:3]=[CH:4][C:5]([N+:16]([O-])=O)=[C:6]([NH:8][C@H:9]2[CH2:14][CH2:13][C@H:12]([OH:15])[CH2:11][CH2:10]2)[CH:7]=1.[H][H]. (6) Given the product [CH4:1].[CH3:1][O:2][C:3](=[O:30])[CH:4]([O:29][C:8]([CH3:13])([CH3:9])[CH3:7])[C:5]1[N:6]([CH3:28])[C:7](=[O:27])[C:8]2[C:13]([C:14]=1[C:15]1[C:16]([CH3:25])=[C:17]3[C:22](=[CH:23][CH:24]=1)[O:21][CH2:20][CH2:19][CH2:18]3)=[CH:12][CH:11]=[C:10]([OH:26])[CH:9]=2, predict the reactants needed to synthesize it. The reactants are: [CH3:1][O:2][C:3](=[O:30])[CH:4]([OH:29])[C:5]1[N:6]([CH3:28])[C:7](=[O:27])[C:8]2[C:13]([C:14]=1[C:15]1[C:16]([CH3:25])=[C:17]3[C:22](=[CH:23][CH:24]=1)[O:21][CH2:20][CH2:19][CH2:18]3)=[CH:12][CH:11]=[C:10]([OH:26])[CH:9]=2. (7) Given the product [F:23][C:24]1[CH:29]=[C:28]([F:30])[CH:27]=[CH:26][C:25]=1[O:31][C:2]1[CH:7]=[CH:6][C:5]([N+:8]([O-:10])=[O:9])=[CH:4][C:3]=1[C:11]1[C:19]2[C:14](=[C:15]([O:20][CH3:21])[N:16]=[CH:17][CH:18]=2)[N:13]([CH3:22])[CH:12]=1, predict the reactants needed to synthesize it. The reactants are: F[C:2]1[CH:7]=[CH:6][C:5]([N+:8]([O-:10])=[O:9])=[CH:4][C:3]=1[C:11]1[C:19]2[C:14](=[C:15]([O:20][CH3:21])[N:16]=[CH:17][CH:18]=2)[N:13]([CH3:22])[CH:12]=1.[F:23][C:24]1[CH:29]=[C:28]([F:30])[CH:27]=[CH:26][C:25]=1[OH:31].C(=O)([O-])[O-].[Cs+].[Cs+].